This data is from Forward reaction prediction with 1.9M reactions from USPTO patents (1976-2016). The task is: Predict the product of the given reaction. Given the reactants [C:1]([C:5]1[CH:10]=[CH:9][C:8]([C:11]2[N:15]=[C:14]([C:16]3[S:17][C:18]([C:27]([F:30])([F:29])[F:28])=[C:19]([C:21]4[CH:26]=[CH:25][CH:24]=[CH:23][CH:22]=4)[CH:20]=3)[O:13][N:12]=2)=[CH:7][CH:6]=1)(OC)=[O:2].CC(C[AlH]CC(C)C)C, predict the reaction product. The product is: [OH:2][CH2:1][C:5]1[CH:10]=[CH:9][C:8]([C:11]2[N:15]=[C:14]([C:16]3[S:17][C:18]([C:27]([F:30])([F:29])[F:28])=[C:19]([C:21]4[CH:26]=[CH:25][CH:24]=[CH:23][CH:22]=4)[CH:20]=3)[O:13][N:12]=2)=[CH:7][CH:6]=1.